This data is from Forward reaction prediction with 1.9M reactions from USPTO patents (1976-2016). The task is: Predict the product of the given reaction. (1) Given the reactants [O:1]1[CH2:7][CH2:6][C:5](=[O:8])[NH:4][CH2:3][CH2:2]1.[C:9]([O:13][C:14](=O)[O:15]C(C)(C)C)([CH3:12])([CH3:11])[CH3:10].CN(C1C=CC=CN=1)C.C(N(CC)CC)C, predict the reaction product. The product is: [O:8]=[C:5]1[CH2:6][CH2:7][O:1][CH2:2][CH2:3][N:4]1[C:14]([O:13][C:9]([CH3:12])([CH3:11])[CH3:10])=[O:15]. (2) Given the reactants Br[C:2]1[C:3]([C:18]([NH:20][C:21]2[CH:26]=[CH:25][CH:24]=[CH:23][CH:22]=2)=[O:19])=[N:4][C:5]([C:8]2[CH:13]=[CH:12][C:11]([S:14]([CH3:17])(=[O:16])=[O:15])=[CH:10][CH:9]=2)=[CH:6][N:7]=1.[C:27]1(P(C2C=CC=CC=2)C2C=CC=CC=2)C=CC=CC=1.Cl[Zn]C, predict the reaction product. The product is: [CH3:27][C:2]1[C:3]([C:18]([NH:20][C:21]2[CH:26]=[CH:25][CH:24]=[CH:23][CH:22]=2)=[O:19])=[N:4][C:5]([C:8]2[CH:13]=[CH:12][C:11]([S:14]([CH3:17])(=[O:16])=[O:15])=[CH:10][CH:9]=2)=[CH:6][N:7]=1. (3) Given the reactants [NH2:1][C:2]1[N:10]=[CH:9][N:8]=[C:7]2[C:3]=1[N:4]([C:30]1[CH:35]=[CH:34][C:33]([O:36][C:37]3[CH:42]=[CH:41][C:40]([O:43]C)=[CH:39][CH:38]=3)=[CH:32][CH:31]=1)[C:5](=[O:29])[N:6]2[C:11]1[CH:12]=[C:13]([N:17]([CH3:28])[C:18](=[O:27])/[CH:19]=[CH:20]/[CH2:21][N:22]([CH:24]2[CH2:26][CH2:25]2)[CH3:23])[CH:14]=[CH:15][CH:16]=1.B(Br)(Br)Br, predict the reaction product. The product is: [NH2:1][C:2]1[N:10]=[CH:9][N:8]=[C:7]2[C:3]=1[N:4]([C:30]1[CH:31]=[CH:32][C:33]([O:36][C:37]3[CH:42]=[CH:41][C:40]([OH:43])=[CH:39][CH:38]=3)=[CH:34][CH:35]=1)[C:5](=[O:29])[N:6]2[C:11]1[CH:12]=[C:13]([N:17]([CH3:28])[C:18](=[O:27])/[CH:19]=[CH:20]/[CH2:21][N:22]([CH:24]2[CH2:26][CH2:25]2)[CH3:23])[CH:14]=[CH:15][CH:16]=1. (4) Given the reactants C(NC(C)C)(C)C.C([Li])CCC.C(N(CC)[C:16](=[O:31])[C:17]1[CH:22]=[CH:21][C:20]([F:23])=[CH:19][C:18]=1[C:24]1[C:29]([CH3:30])=[CH:28][CH:27]=[CH:26][N:25]=1)C, predict the reaction product. The product is: [F:23][C:20]1[CH:21]=[CH:22][C:17]2[C:16](=[O:31])[CH2:30][C:29]3[CH:28]=[CH:27][CH:26]=[N:25][C:24]=3[C:18]=2[CH:19]=1. (5) Given the reactants [O:1]=[C:2]1[CH:7]([NH:8][C:9]([O:11]CC2C=CC=CC=2)=O)[CH2:6][CH:5]([O:19][C:20](=[O:22])[CH3:21])[C:4](=[O:23])[NH:3]1.C(N(CC)CC)C.Br[CH2:32][C:33]1[C:42]([N+:43]([O-:45])=[O:44])=[CH:41][CH:40]=[CH:39][C:34]=1C(OC)=O, predict the reaction product. The product is: [N+:43]([C:42]1[CH:41]=[CH:40][CH:39]=[C:34]2[C:33]=1[CH2:32][N:8]([CH:7]1[CH2:6][CH:5]([O:19][C:20](=[O:22])[CH3:21])[C:4](=[O:23])[NH:3][C:2]1=[O:1])[C:9]2=[O:11])([O-:45])=[O:44]. (6) Given the reactants [C:1]([NH:4][C:5]1[S:6][C:7]2[CH:13]=[CH:12][CH:11]=[C:10]([O:14][C:15]3[N:20]=[CH:19][N:18]=[C:17]([C:21]4[CH:26]=[CH:25][C:24]([C:27]([F:30])([F:29])[F:28])=[CH:23][C:22]=4[NH:31][C:32](C4CCCN4)=[O:33])[CH:16]=3)[C:8]=2[N:9]=1)(=[O:3])[CH3:2].[CH3:39][C:40]([CH3:42])=O, predict the reaction product. The product is: [C:1]([NH:4][C:5]1[S:6][C:7]2[CH:13]=[CH:12][CH:11]=[C:10]([O:14][C:15]3[N:20]=[CH:19][N:18]=[C:17]([C:21]4[CH:26]=[CH:25][C:24]([C:27]([F:28])([F:29])[F:30])=[CH:23][C:22]=4[NH:31][C:32]([CH:40]4[CH2:42][CH2:5][N:9]([CH:8]([CH3:10])[CH3:7])[CH2:39]4)=[O:33])[CH:16]=3)[C:8]=2[N:9]=1)(=[O:3])[CH3:2].